Dataset: Forward reaction prediction with 1.9M reactions from USPTO patents (1976-2016). Task: Predict the product of the given reaction. (1) Given the reactants C[Al](C)C.[N:5]1[C:14]2[C:9](=[CH:10][CH:11]=[CH:12][CH:13]=2)[CH:8]=[CH:7][C:6]=1[NH2:15].C[O:17][C:18]([C:20]1[CH:28]=[C:27]2[C:23]([CH:24]=[C:25]([C:29]3[C:34]([Cl:35])=[CH:33][C:32]([N:36]4[CH2:41][CH2:40][O:39][CH2:38][CH2:37]4)=[CH:31][C:30]=3[Cl:42])[NH:26]2)=[CH:22][CH:21]=1)=O.C[Al](C)C.N1C2C(=CC=CC=2)C=CC=1N, predict the reaction product. The product is: [N:5]1[C:14]2[C:9](=[CH:10][CH:11]=[CH:12][CH:13]=2)[CH:8]=[CH:7][C:6]=1[NH:15][C:18]([C:20]1[CH:28]=[C:27]2[C:23]([CH:24]=[C:25]([C:29]3[C:30]([Cl:42])=[CH:31][C:32]([N:36]4[CH2:41][CH2:40][O:39][CH2:38][CH2:37]4)=[CH:33][C:34]=3[Cl:35])[NH:26]2)=[CH:22][CH:21]=1)=[O:17]. (2) Given the reactants [Br:1][C:2]1[CH:7]=[CH:6][C:5]([C:8]23[O:14][C:11]([CH2:15][CH:16](C(OC)=O)[C:17]([O:19][CH3:20])=[O:18])([CH2:12][CH2:13]2)[CH2:10][CH2:9]3)=[CH:4][CH:3]=1.[Cl-].[Li+], predict the reaction product. The product is: [Br:1][C:2]1[CH:3]=[CH:4][C:5]([C:8]23[O:14][C:11]([CH2:15][CH2:16][C:17]([O:19][CH3:20])=[O:18])([CH2:10][CH2:9]2)[CH2:12][CH2:13]3)=[CH:6][CH:7]=1. (3) The product is: [C:22]([O:21][C:19]([N:2]1[CH2:7][CH2:6][CH:5]([C:8]2[CH:16]=[CH:15][C:11]([C:12]([OH:14])=[O:13])=[CH:10][CH:9]=2)[CH2:4][CH2:3]1)=[O:20])([CH3:25])([CH3:24])[CH3:23]. Given the reactants Cl.[NH:2]1[CH2:7][CH2:6][CH:5]([C:8]2[CH:16]=[CH:15][C:11]([C:12]([OH:14])=[O:13])=[CH:10][CH:9]=2)[CH2:4][CH2:3]1.[OH-].[Na+].[C:19](O[C:19]([O:21][C:22]([CH3:25])([CH3:24])[CH3:23])=[O:20])([O:21][C:22]([CH3:25])([CH3:24])[CH3:23])=[O:20].Cl, predict the reaction product.